Dataset: Peptide-MHC class II binding affinity with 134,281 pairs from IEDB. Task: Regression. Given a peptide amino acid sequence and an MHC pseudo amino acid sequence, predict their binding affinity value. This is MHC class II binding data. (1) The peptide sequence is LLIDVVTYLVALIPE. The binding affinity (normalized) is 0.145. The MHC is DRB1_0802 with pseudo-sequence DRB1_0802. (2) The peptide sequence is AFKVAATAANKAPAN. The MHC is DRB1_0401 with pseudo-sequence DRB1_0401. The binding affinity (normalized) is 0.391. (3) The peptide sequence is QIHQYIMALREEYFD. The MHC is DRB3_0202 with pseudo-sequence DRB3_0202. The binding affinity (normalized) is 0.404. (4) The peptide sequence is TSVGKGIHTVFGSAF. The MHC is HLA-DQA10501-DQB10302 with pseudo-sequence HLA-DQA10501-DQB10302. The binding affinity (normalized) is 0.475. (5) The peptide sequence is AANKQKQELDEISTN. The MHC is HLA-DPA10201-DPB10101 with pseudo-sequence HLA-DPA10201-DPB10101. The binding affinity (normalized) is 0. (6) The peptide sequence is LLTKFVSAALHNVKC. The MHC is DRB1_0101 with pseudo-sequence DRB1_0101. The binding affinity (normalized) is 0.609. (7) The peptide sequence is GRRGAAEVLVVLSEL. The MHC is DRB3_0202 with pseudo-sequence DRB3_0202. The binding affinity (normalized) is 0.